From a dataset of Reaction yield outcomes from USPTO patents with 853,638 reactions. Predict the reaction yield, written as a fraction of the theoretical maximum amount of product (1.0 means a 100% yield; for example, 0.34 means a 34% yield). (1) The reactants are [NH2:1][C:2]1[CH:10]=[CH:9][C:8]([N+:11]([O-:13])=[O:12])=[CH:7][C:3]=1[C:4]([OH:6])=[O:5].[ClH:14].[N:15]([O-])=O.[Na+]. The catalyst is O. The product is [ClH:14].[NH:1]([C:2]1[CH:10]=[CH:9][C:8]([N+:11]([O-:13])=[O:12])=[CH:7][C:3]=1[C:4]([OH:6])=[O:5])[NH2:15]. The yield is 0.930. (2) The reactants are [CH3:1][N:2]([CH3:21])[S:3]([C:6]1[S:7][C:8]([C:11]2[CH:16]=[CH:15][N:14]=[C:13](S(C)(=O)=O)[N:12]=2)=[CH:9][CH:10]=1)(=[O:5])=[O:4].[NH2:22][C:23]1[CH:24]=[C:25]([CH:29]([OH:31])[CH3:30])[CH:26]=[CH:27][CH:28]=1.FC(F)(F)C(O)=O. The catalyst is CS(C)=O. The yield is 0.626. The product is [CH3:1][N:2]([CH3:21])[S:3]([C:6]1[S:7][C:8]([C:11]2[CH:16]=[CH:15][N:14]=[C:13]([NH:22][C:23]3[CH:28]=[CH:27][CH:26]=[C:25]([CH:29]([OH:31])[CH3:30])[CH:24]=3)[N:12]=2)=[CH:9][CH:10]=1)(=[O:5])=[O:4]. (3) The reactants are [OH:1][C:2]1[CH:11]=[CH:10][CH:9]=[C:8]2[C:3]=1[CH2:4][CH2:5][CH2:6][C:7]2=[O:12].C(=O)([O-])[O-].[Cs+].[Cs+].Br[CH2:20][C:21]([O:23][C:24]([CH3:27])([CH3:26])[CH3:25])=[O:22]. The catalyst is C(#N)C. The product is [C:24]([O:23][C:21](=[O:22])[CH2:20][O:1][C:2]1[C:3]2[CH2:4][CH2:5][CH2:6][C:7](=[O:12])[C:8]=2[CH:9]=[CH:10][CH:11]=1)([CH3:27])([CH3:26])[CH3:25]. The yield is 0.710. (4) The reactants are Cl.[Cl:2][C:3]1[C:7]([NH2:8])=[CH:6][NH:5][N:4]=1.C(=O)(O)[O-].[Na+].[O:14]1CC[CH2:16][CH2:15]1.C(OC(=O)C)(=O)C. The catalyst is C(OCC)(=O)C.O.COC(C)(C)C. The product is [Cl:2][C:3]1[C:7]([NH:8][C:15](=[O:14])[CH3:16])=[CH:6][NH:5][N:4]=1. The yield is 0.830. (5) The catalyst is C(Cl)Cl. The reactants are [OH:1][C:2]([CH3:7])([CH3:6])[C:3](=[O:5])[CH3:4].CCN(CC)CC.[CH3:15][S:16](Cl)(=[O:18])=[O:17].O. The product is [CH3:6][C:2]([O:1][S:16]([CH3:15])(=[O:18])=[O:17])([CH3:7])[C:3](=[O:5])[CH3:4]. The yield is 0.540. (6) The reactants are O=P(Cl)(Cl)[Cl:3].[CH3:6][C@H:7]1[C:15]2[C:14](O)=[N:13][CH:12]=[N:11][C:10]=2[CH2:9][CH2:8]1.C([O-])(O)=O.[Na+]. The catalyst is ClCCCl. The product is [Cl:3][C:14]1[C:15]2[C@H:7]([CH3:6])[CH2:8][CH2:9][C:10]=2[N:11]=[CH:12][N:13]=1. The yield is 0.611. (7) The reactants are [O:1]=[C:2]1[CH2:6][CH2:5][N:4]([C:7]([O:9][C:10]([CH3:13])([CH3:12])[CH3:11])=[O:8])[CH2:3]1.[C:14]1([Mg]Br)[CH:19]=[CH:18][CH:17]=[CH:16][CH:15]=1.[NH4+].[Cl-]. The catalyst is CCOCC. The product is [OH:1][C:2]1([C:14]2[CH:19]=[CH:18][CH:17]=[CH:16][CH:15]=2)[CH2:6][CH2:5][N:4]([C:7]([O:9][C:10]([CH3:13])([CH3:12])[CH3:11])=[O:8])[CH2:3]1. The yield is 0.492. (8) The reactants are [OH-].[Na+].[F:3][C:4]1[CH:5]=[CH:6][C:7]([O:14][CH:15]2[CH2:20][CH2:19][N:18]([C:21](=[O:40])[C@H:22]([CH:37]([CH3:39])[CH3:38])[NH:23][C:24]([C:26]3[C:35]([OH:36])=[N:34][C:33]4[C:28](=[CH:29][CH:30]=[CH:31][CH:32]=4)[N:27]=3)=[O:25])[CH2:17][CH2:16]2)=[C:8]([CH:13]=1)[C:9](OC)=[O:10].Cl. The catalyst is O1CCCC1. The product is [F:3][C:4]1[CH:5]=[CH:6][C:7]([O:14][CH:15]2[CH2:16][CH2:17][N:18]([C:21]([C@@H:22]([NH:23][C:24]([C:26]3[C:35]([OH:36])=[N:34][C:33]4[C:28](=[CH:29][CH:30]=[CH:31][CH:32]=4)[N:27]=3)=[O:25])[CH:37]([CH3:39])[CH3:38])=[O:40])[CH2:19][CH2:20]2)=[C:8]([CH2:9][OH:10])[CH:13]=1. The yield is 0.760. (9) The reactants are [F:1][C:2]1[C:3]([CH2:24][N:25](C)[C:26](=O)OC(C)(C)C)=[CH:4][N:5]([S:14]([C:17]2[CH:18]=[N:19][C:20]([CH3:23])=[CH:21][CH:22]=2)(=[O:16])=[O:15])[C:6]=1[C:7]1[C:8]([F:13])=[N:9][CH:10]=[CH:11][CH:12]=1.C(OCC)(=O)C.Cl. The catalyst is C(OCC)(=O)C.CC(O)C. The product is [F:1][C:2]1[C:3]([CH2:24][NH:25][CH3:26])=[CH:4][N:5]([S:14]([C:17]2[CH:18]=[N:19][C:20]([CH3:23])=[CH:21][CH:22]=2)(=[O:16])=[O:15])[C:6]=1[C:7]1[C:8]([F:13])=[N:9][CH:10]=[CH:11][CH:12]=1. The yield is 0.910.